This data is from Reaction yield outcomes from USPTO patents with 853,638 reactions. The task is: Predict the reaction yield, written as a fraction of the theoretical maximum amount of product (1.0 means a 100% yield; for example, 0.34 means a 34% yield). The reactants are C[N:2](C)/[CH:3]=[CH:4]/[C:5]([C:7]1[C:12](=[O:13])[CH:11]=[CH:10][N:9]([C:14]2[CH:19]=[CH:18][CH:17]=[C:16]([C:20]([F:23])([F:22])[F:21])[CH:15]=2)[N:8]=1)=O.[CH3:25][C:26]1[CH:31]=[CH:30][C:29]([CH3:32])=[CH:28][C:27]=1[NH:33]N.Cl. No catalyst specified. The product is [CH3:25][C:26]1[CH:31]=[CH:30][C:29]([CH3:32])=[CH:28][C:27]=1[N:33]1[C:5]([C:7]2[C:12](=[O:13])[CH:11]=[CH:10][N:9]([C:14]3[CH:19]=[CH:18][CH:17]=[C:16]([C:20]([F:23])([F:22])[F:21])[CH:15]=3)[N:8]=2)=[CH:4][CH:3]=[N:2]1. The yield is 0.880.